Task: Predict the reactants needed to synthesize the given product.. Dataset: Full USPTO retrosynthesis dataset with 1.9M reactions from patents (1976-2016) (1) Given the product [C:15]([O:18][CH2:19][C:20]1[C:21]([N:2]2[CH2:3][CH2:4][C:5]3[C:9]4[CH2:10][CH2:11][CH2:12][CH2:13][C:8]=4[S:7][C:6]=3[C:1]2=[O:14])=[CH:22][C:23]([F:27])=[CH:24][C:25]=1[Br:26])(=[O:17])[CH3:16], predict the reactants needed to synthesize it. The reactants are: [C:1]1(=[O:14])[C:6]2[S:7][C:8]3[CH2:13][CH2:12][CH2:11][CH2:10][C:9]=3[C:5]=2[CH2:4][CH2:3][NH:2]1.[C:15]([O:18][CH2:19][C:20]1[C:25]([Br:26])=[CH:24][C:23]([F:27])=[CH:22][C:21]=1Br)(=[O:17])[CH3:16].CC1(C)C2C(=C(P(C3C=CC=CC=3)C3C=CC=CC=3)C=CC=2)OC2C(P(C3C=CC=CC=3)C3C=CC=CC=3)=CC=CC1=2.C([O-])([O-])=O.[Cs+].[Cs+]. (2) Given the product [CH:1]1([N:7]2[CH2:11][C:10]([CH3:14])([CH3:13])[CH:9]([O:15][S:30]([C:25]3[CH:26]=[CH:27][C:22]([CH3:23])=[CH:29][CH:24]=3)(=[O:32])=[O:31])[C:8]2=[O:16])[CH2:6][CH2:5][CH2:4][CH2:3][CH2:2]1, predict the reactants needed to synthesize it. The reactants are: [CH:1]1([NH:7][C:8](=[O:16])[CH:9]([OH:15])[C:10]([CH3:14])([CH3:13])[CH2:11]O)[CH2:6][CH2:5][CH2:4][CH2:3][CH2:2]1.C(N([CH2:22][CH3:23])CC)C.[C:24]1(C)[C:25]([S:30](Cl)(=[O:32])=[O:31])=[CH:26][CH:27]=C[CH:29]=1.[H-].[Na+]. (3) Given the product [CH3:1][O:2][C:3]1[CH:19]=[CH:18][C:6]([CH:7]=[C:8]2[CH2:9][C:10]([CH3:17])([CH3:16])[N:11]([CH3:25])[C:12]([CH3:14])([CH3:15])[CH2:13]2)=[C:5]([N+:20]([O-:22])=[O:21])[CH:4]=1, predict the reactants needed to synthesize it. The reactants are: [CH3:1][O:2][C:3]1[CH:19]=[CH:18][C:6]([CH:7]=[C:8]2[CH2:13][C:12]([CH3:15])([CH3:14])[NH:11][C:10]([CH3:17])([CH3:16])[CH2:9]2)=[C:5]([N+:20]([O-:22])=[O:21])[CH:4]=1.C=O.[C:25]([BH3-])#N.[Na+].C([O-])(O)=O.[Na+]. (4) The reactants are: Cl[CH2:2][C:3]1[C:4]([S:10][CH:11]([CH3:13])[CH3:12])=[N:5][CH:6]=[C:7]([CH3:9])[CH:8]=1.[CH2:14]([O:16][C:17](=[O:28])[CH:18]([CH3:27])[CH2:19][C:20]1[CH:25]=[CH:24][C:23]([OH:26])=[CH:22][CH:21]=1)[CH3:15]. Given the product [CH2:14]([O:16][C:17](=[O:28])[CH:18]([CH3:27])[CH2:19][C:20]1[CH:21]=[CH:22][C:23]([O:26][CH2:2][C:3]2[C:4]([S:10][CH:11]([CH3:13])[CH3:12])=[N:5][CH:6]=[C:7]([CH3:9])[CH:8]=2)=[CH:24][CH:25]=1)[CH3:15], predict the reactants needed to synthesize it. (5) Given the product [CH3:1][O:2][C:3]1[CH:8]=[C:7]([N+:9]([O-:11])=[O:10])[CH:6]=[C:5]([O:12][CH2:14][CH2:15][O:16][CH2:17][CH2:18][O:19][CH3:20])[CH:4]=1, predict the reactants needed to synthesize it. The reactants are: [CH3:1][O:2][C:3]1[CH:4]=[C:5]([OH:12])[CH:6]=[C:7]([N+:9]([O-:11])=[O:10])[CH:8]=1.Br[CH2:14][CH2:15][O:16][CH2:17][CH2:18][O:19][CH3:20].C([O-])([O-])=O.[K+].[K+]. (6) Given the product [Cl:39][C:40]1[C:41]([C:50]([F:52])([F:51])[F:53])=[N:42][N:43]([CH2:46][C:47]([N:36]2[CH2:37][CH2:38][N:33]([C:28]3[CH:29]=[CH:30][C:31]([Cl:32])=[C:26]([Cl:25])[CH:27]=3)[CH2:34][CH2:35]2)=[O:48])[C:44]=1[CH3:45], predict the reactants needed to synthesize it. The reactants are: CN(C(ON1N=NC2C=CC=NC1=2)=[N+](C)C)C.F[P-](F)(F)(F)(F)F.[Cl:25][C:26]1[CH:27]=[C:28]([N:33]2[CH2:38][CH2:37][NH:36][CH2:35][CH2:34]2)[CH:29]=[CH:30][C:31]=1[Cl:32].[Cl:39][C:40]1[C:41]([C:50]([F:53])([F:52])[F:51])=[N:42][N:43]([CH2:46][C:47](O)=[O:48])[C:44]=1[CH3:45].